This data is from Full USPTO retrosynthesis dataset with 1.9M reactions from patents (1976-2016). The task is: Predict the reactants needed to synthesize the given product. (1) The reactants are: [C:1]1([C:7]2[CH:16]=[C:15]([NH2:17])[C:14]3[C:9](=[CH:10][CH:11]=[C:12]([NH2:18])[CH:13]=3)[N:8]=2)[CH:6]=[CH:5][CH:4]=[CH:3][CH:2]=1.Cl[C:20]1[CH:25]=[C:24]([C:26]2[CH:31]=[CH:30][C:29]([F:32])=[CH:28][CH:27]=2)[N:23]=[C:22]([NH2:33])[N:21]=1.CN1CCCC1=O. Given the product [NH2:33][C:22]1[N:21]=[C:20]([NH:18][C:12]2[CH:13]=[C:14]3[C:9](=[CH:10][CH:11]=2)[N:8]=[C:7]([C:1]2[CH:2]=[CH:3][CH:4]=[CH:5][CH:6]=2)[CH:16]=[C:15]3[NH2:17])[CH:25]=[C:24]([C:26]2[CH:27]=[CH:28][C:29]([F:32])=[CH:30][CH:31]=2)[N:23]=1, predict the reactants needed to synthesize it. (2) Given the product [Br:1][C:2]1[CH:18]=[CH:17][C:5]2[CH2:6][CH2:7][CH2:8][C@@H:9]3[CH2:14][S:13][C:12]([NH:15][C:26](=[O:27])[O:28][C:29]([CH3:32])([CH3:31])[CH3:30])=[N:11][C@:10]3([CH3:16])[C:4]=2[CH:3]=1, predict the reactants needed to synthesize it. The reactants are: [Br:1][C:2]1[CH:18]=[CH:17][C:5]2[CH2:6][CH2:7][CH2:8][C@@H:9]3[CH2:14][S:13][C:12]([NH2:15])=[N:11][C@:10]3([CH3:16])[C:4]=2[CH:3]=1.C(O)(C(F)(F)F)=O.[C:26](O[C:26]([O:28][C:29]([CH3:32])([CH3:31])[CH3:30])=[O:27])([O:28][C:29]([CH3:32])([CH3:31])[CH3:30])=[O:27]. (3) Given the product [Br:18][C:8]1[C:6]2[NH:7][C:2]([CH3:17])([CH3:1])[NH:3][C:4](=[O:16])[C:5]=2[S:10][C:9]=1[C:11]1[CH:15]=[N:14][NH:13][CH:12]=1, predict the reactants needed to synthesize it. The reactants are: [CH3:1][C:2]1([CH3:17])[NH:7][C:6]2[CH:8]=[C:9]([C:11]3[CH:12]=[N:13][NH:14][CH:15]=3)[S:10][C:5]=2[C:4](=[O:16])[NH:3]1.[Br:18]Br.C([O-])(O)=O.[Na+].CC(C)=O.CC1C=CC(S(O)(=O)=O)=CC=1.[O-]S([O-])(=O)=O.[Mg+2]. (4) Given the product [F:33][C:21]1[CH:20]=[C:19]([N:13]2[C:14]3[C:10](=[C:9]([O:8][CH2:1][C:2]4[CH:3]=[CH:4][CH:5]=[CH:6][CH:7]=4)[CH:17]=[CH:16][CH:15]=3)[CH:11]=[CH:12]2)[CH:24]=[CH:23][C:22]=1[O:25][CH2:26][C:27]1[CH:32]=[CH:31][CH:30]=[CH:29][CH:28]=1, predict the reactants needed to synthesize it. The reactants are: [CH2:1]([O:8][C:9]1[CH:17]=[CH:16][CH:15]=[C:14]2[C:10]=1[CH:11]=[CH:12][NH:13]2)[C:2]1[CH:7]=[CH:6][CH:5]=[CH:4][CH:3]=1.Br[C:19]1[CH:24]=[CH:23][C:22]([O:25][CH2:26][C:27]2[CH:32]=[CH:31][CH:30]=[CH:29][CH:28]=2)=[C:21]([F:33])[CH:20]=1.P([O-])([O-])([O-])=O.[K+].[K+].[K+].CN[C@H]1CCCC[C@@H]1NC. (5) Given the product [Li+:2].[F:26][C:23]1[CH:22]=[CH:21][C:20]([N:9]2[CH:10]=[C:11]([C:13]3[CH:18]=[CH:17][C:16]([F:19])=[CH:15][CH:14]=3)[N:12]=[C:8]2[CH2:7][C:6]([O-:27])=[O:5])=[CH:25][CH:24]=1, predict the reactants needed to synthesize it. The reactants are: [OH-].[Li+:2].C([O:5][C:6](=[O:27])[CH2:7][C:8]1[N:9]([C:20]2[CH:25]=[CH:24][C:23]([F:26])=[CH:22][CH:21]=2)[CH:10]=[C:11]([C:13]2[CH:18]=[CH:17][C:16]([F:19])=[CH:15][CH:14]=2)[N:12]=1)C.